From a dataset of Reaction yield outcomes from USPTO patents with 853,638 reactions. Predict the reaction yield, written as a fraction of the theoretical maximum amount of product (1.0 means a 100% yield; for example, 0.34 means a 34% yield). (1) The reactants are [OH:1][C:2]1[CH:9]=[CH:8][C:5]([C:6]#[N:7])=[CH:4][C:3]=1[N+:10]([O-])=O.[H][H]. The catalyst is CO.[Pd]. The product is [NH2:10][C:3]1[CH:4]=[C:5]([CH:8]=[CH:9][C:2]=1[OH:1])[C:6]#[N:7]. The yield is 1.00. (2) The reactants are [NH2:1][C@H:2]([C:14]([O:16][CH3:17])=[O:15])[CH2:3][C:4]1[CH:13]=[CH:12][C:7]([C:8]([O:10][CH3:11])=[O:9])=[CH:6][CH:5]=1.CCN(C(C)C)C(C)C.[C:27]([C:31]1[CH:39]=[CH:38][C:34]([C:35](Cl)=[O:36])=[CH:33][CH:32]=1)([CH3:30])([CH3:29])[CH3:28]. The yield is 0.450. The catalyst is C(Cl)Cl. The product is [C:27]([C:31]1[CH:32]=[CH:33][C:34]([C:35]([NH:1][C@H:2]([C:14]([O:16][CH3:17])=[O:15])[CH2:3][C:4]2[CH:13]=[CH:12][C:7]([C:8]([O:10][CH3:11])=[O:9])=[CH:6][CH:5]=2)=[O:36])=[CH:38][CH:39]=1)([CH3:30])([CH3:28])[CH3:29]. (3) The reactants are [CH3:1][C:2](=O)[CH2:3][C:4](=O)[CH3:5].[NH2:8][C:9]1[N:13]=[C:12]([SH:14])[NH:11][N:10]=1.N1CCCCC1. The catalyst is C(O)(=O)C. The product is [CH3:1][C:2]1[CH:3]=[C:4]([CH3:5])[N:10]2[N:11]=[C:12]([SH:14])[N:13]=[C:9]2[N:8]=1. The yield is 0.820. (4) The reactants are Cl[C:2]1[N:7]=[C:6]([N:8]([CH3:10])[CH3:9])[C:5]([CH3:11])=[CH:4][N:3]=1.[NH2:12][CH:13]1[CH2:18][CH2:17][CH:16]([C:19]([OH:21])=[O:20])[CH2:15][CH2:14]1.CC([O-])(C)C.[Na+].CO. The catalyst is C1(C)C=CC=CC=1.CC([O-])=O.CC([O-])=O.[Pd+2].C(O)(=O)C.O. The product is [CH3:9][N:8]([CH3:10])[C:6]1[C:5]([CH3:11])=[CH:4][N:3]=[C:2]([NH:12][C@@H:13]2[CH2:18][CH2:17][C@H:16]([C:19]([OH:21])=[O:20])[CH2:15][CH2:14]2)[N:7]=1. The yield is 0.940. (5) The reactants are [Cl:1][C:2]1[CH:10]=[C:9]2[C:5]([CH:6]=[CH:7][NH:8]2)=[CH:4][C:3]=1B1OCC(C)(C)CO1.[C:19](=O)([O-])[O-:20].[K+].[K+].Br[C:26]1[CH:31]=[CH:30][C:29]([CH:32]2[CH2:36][CH2:35][CH2:34][N:33]2[C:37]([O:39][C:40]([CH3:43])([CH3:42])[CH3:41])=[O:38])=[CH:28][CH:27]=1. The catalyst is C1C=CC(P(C2C=CC=CC=2)[C-]2C=CC=C2)=CC=1.C1C=CC(P(C2C=CC=CC=2)[C-]2C=CC=C2)=CC=1.Cl[Pd]Cl.[Fe+2].O1CCOCC1.CN(C)C=O. The product is [Cl:1][C:2]1[CH:10]=[C:9]2[C:5]([C:6]([CH:19]=[O:20])=[CH:7][NH:8]2)=[CH:4][C:3]=1[C:26]1[CH:31]=[CH:30][C:29]([CH:32]2[CH2:36][CH2:35][CH2:34][N:33]2[C:37]([O:39][C:40]([CH3:43])([CH3:42])[CH3:41])=[O:38])=[CH:28][CH:27]=1. The yield is 0.722. (6) The reactants are O=P12OP3(OP(OP(O3)(O1)=O)(=O)O2)=O.O=[C:16]([C:25]1[CH:30]=[CH:29][CH:28]=[CH:27][CH:26]=1)[CH2:17][NH:18][C:19](=[O:24])[CH2:20][CH2:21][C:22]#[CH:23].[OH-].[Na+]. The catalyst is O=P(Cl)(Cl)Cl. The product is [CH2:20]([C:19]1[O:24][C:16]([C:25]2[CH:30]=[CH:29][CH:28]=[CH:27][CH:26]=2)=[CH:17][N:18]=1)[CH2:21][C:22]#[CH:23]. The yield is 0.210. (7) The yield is 0.344. The catalyst is CS(C)=O. The product is [F:17][C:18]1[CH:23]=[C:22]([F:24])[CH:21]=[CH:20][C:19]=1[C:25]1[N:26]=[C:27]([N:30]2[CH2:31][CH2:32][N:33]([C:9]([NH:8][C:5]3[O:4][N:3]=[C:2]([CH3:1])[C:6]=3[CH3:7])=[O:16])[CH2:34][CH2:35]2)[S:28][CH:29]=1. The reactants are [CH3:1][C:2]1[C:6]([CH3:7])=[C:5]([NH:8][C:9](=[O:16])OCC(Cl)(Cl)Cl)[O:4][N:3]=1.[F:17][C:18]1[CH:23]=[C:22]([F:24])[CH:21]=[CH:20][C:19]=1[C:25]1[N:26]=[C:27]([N:30]2[CH2:35][CH2:34][NH:33][CH2:32][CH2:31]2)[S:28][CH:29]=1.C(N(C(C)C)CC)(C)C.O. (8) The reactants are [CH3:1][S:2]([C:4]1[CH:9]=[C:8]([CH2:10][CH2:11][C:12]([O:14]C(C)(C)C)=[O:13])[CH:7]=[C:6]([C:19]2[S:20][C:21]3[CH:29]=[CH:28][CH:27]=[CH:26][C:22]=3[C:23](=[O:25])[N:24]=2)[N:5]=1)=[O:3].C(OC(C)C)(C)C. The catalyst is FC(F)(F)C(O)=O. The product is [CH3:1][S:2]([C:4]1[CH:9]=[C:8]([CH2:10][CH2:11][C:12]([OH:14])=[O:13])[CH:7]=[C:6]([C:19]2[S:20][C:21]3[CH:29]=[CH:28][CH:27]=[CH:26][C:22]=3[C:23](=[O:25])[N:24]=2)[N:5]=1)=[O:3]. The yield is 0.910. (9) The reactants are [O:1]=[C:2]1[C:7]([CH2:8][C:9]2[CH:14]=[CH:13][C:12]([C:15]3[C:16]([C:21]#[N:22])=[CH:17][CH:18]=[CH:19][CH:20]=3)=[CH:11][CH:10]=2)=[C:6]([CH2:23][CH2:24][CH3:25])[N:5]2[N:26]=[CH:27][N:28]=[C:4]2[N:3]1[CH:29]1[CH2:34][CH2:33][CH:32]([O:35][CH2:36][CH:37]=C)[CH2:31][CH2:30]1.I([O-])(=O)(=O)=[O:40].[Na+].CC(C)=O.C(#N)C. The catalyst is C(OCC)(=O)C.O.[Os]=O. The product is [OH:40][CH2:37][CH2:36][O:35][C@@H:32]1[CH2:33][CH2:34][C@H:29]([N:3]2[C:2](=[O:1])[C:7]([CH2:8][C:9]3[CH:14]=[CH:13][C:12]([C:15]4[C:16]([C:21]#[N:22])=[CH:17][CH:18]=[CH:19][CH:20]=4)=[CH:11][CH:10]=3)=[C:6]([CH2:23][CH2:24][CH3:25])[N:5]3[N:26]=[CH:27][N:28]=[C:4]23)[CH2:30][CH2:31]1. The yield is 0.260.